Dataset: Forward reaction prediction with 1.9M reactions from USPTO patents (1976-2016). Task: Predict the product of the given reaction. (1) Given the reactants C(OP([CH2:9][C:10]([O:12][C:13]([CH3:16])([CH3:15])[CH3:14])=[O:11])(OCC)=O)C.[C:17]([C:19]1[CH:26]=[CH:25][C:22]([CH:23]=O)=[CH:21][CH:20]=1)#[N:18], predict the reaction product. The product is: [C:17]([C:19]1[CH:26]=[CH:25][C:22](/[CH:23]=[CH:9]/[C:10]([O:12][C:13]([CH3:14])([CH3:15])[CH3:16])=[O:11])=[CH:21][CH:20]=1)#[N:18]. (2) Given the reactants [CH:1](B1OC(C)(C)C(C)(C)O1)=[CH2:2].N#N.Br[C:15]1[C:16]([NH:22][C:23]2[CH:32]=[CH:31][CH:30]=[CH:29][C:24]=2[C:25]([NH:27][CH3:28])=[O:26])=[CH:17][C:18]([Cl:21])=[N:19][CH:20]=1.[O-]P([O-])([O-])=O.[K+].[K+].[K+], predict the reaction product. The product is: [Cl:21][C:18]1[CH:17]=[C:16]([NH:22][C:23]2[CH:32]=[CH:31][CH:30]=[CH:29][C:24]=2[C:25]([NH:27][CH3:28])=[O:26])[C:15]([CH:1]=[CH2:2])=[CH:20][N:19]=1. (3) Given the reactants [CH3:1][O:2][C:3](=[O:7])[C@H:4]([OH:6])[CH3:5].C1COCC1.[Li+].C[Si]([N-][Si](C)(C)C)(C)C.Cl[C:24]1[C:29]([N+:30]([O-:32])=[O:31])=[CH:28][CH:27]=[CH:26][N:25]=1, predict the reaction product. The product is: [N+:30]([C:29]1[C:24]([O:6][C@H:4]([CH3:5])[C:3]([O:2][CH3:1])=[O:7])=[N:25][CH:26]=[CH:27][CH:28]=1)([O-:32])=[O:31]. (4) Given the reactants Cl[C:2]1[C:11]2=[N:12][N:13](CC3C=CC(OC)=CC=3)[CH:14]=[C:10]2[C:9]2[CH:8]=[C:7]([O:24][CH3:25])[CH:6]=[CH:5][C:4]=2[N:3]=1.[NH2:26][C:27]1[CH:32]=[CH:31][CH:30]=[CH:29][CH:28]=1.Cl, predict the reaction product. The product is: [CH3:25][O:24][C:7]1[CH:6]=[CH:5][C:4]2[N:3]=[C:2]([NH:26][C:27]3[CH:32]=[CH:31][CH:30]=[CH:29][CH:28]=3)[C:11]3=[N:12][NH:13][CH:14]=[C:10]3[C:9]=2[CH:8]=1. (5) Given the reactants [Cl-].O[NH3+:3].[C:4](=[O:7])([O-])[OH:5].[Na+].CS(C)=O.[CH2:13]([C:17]1[N:22]2[N:23]=[C:24]([CH3:26])[N:25]=[C:21]2[N:20]([CH:27]2[CH2:32][CH2:31][O:30][CH2:29][CH2:28]2)[C:19](=[O:33])[C:18]=1[CH2:34][C:35]1[CH:40]=[CH:39][C:38]([C:41]2[C:42]([C:47]#[N:48])=[CH:43][CH:44]=[CH:45][CH:46]=2)=[CH:37][C:36]=1[F:49])[CH2:14][CH2:15][CH3:16], predict the reaction product. The product is: [CH2:13]([C:17]1[N:22]2[N:23]=[C:24]([CH3:26])[N:25]=[C:21]2[N:20]([CH:27]2[CH2:28][CH2:29][O:30][CH2:31][CH2:32]2)[C:19](=[O:33])[C:18]=1[CH2:34][C:35]1[CH:40]=[CH:39][C:38]([C:41]2[CH:46]=[CH:45][CH:44]=[CH:43][C:42]=2[C:47]2[NH:3][C:4](=[O:7])[O:5][N:48]=2)=[CH:37][C:36]=1[F:49])[CH2:14][CH2:15][CH3:16].